Dataset: Forward reaction prediction with 1.9M reactions from USPTO patents (1976-2016). Task: Predict the product of the given reaction. (1) Given the reactants [CH3:1][O:2][C:3](=[O:53])[C@@H:4]([NH:20][C:21]([CH:23]1[CH2:32][C:31]2[CH:30]=[C:29]3[O:33][CH2:34][C@H:35]([C:37]4[CH:42]=[CH:41][C:40]([O:43][CH2:44][C:45]5[CH:50]=[CH:49][C:48]([Cl:51])=[C:47]([Cl:52])[CH:46]=5)=[CH:39][CH:38]=4)[O:36][C:28]3=[CH:27][C:26]=2[CH2:25][NH:24]1)=[O:22])[CH2:5][C:6]1[CH:11]=[CH:10][C:9]([C:12]2[CH:17]=[CH:16][C:15]([C:18]#[N:19])=[CH:14][CH:13]=2)=[CH:8][CH:7]=1.[Cl:54][C:55]1[N:60]=[C:59]([CH3:61])[C:58]([S:62](Cl)(=[O:64])=[O:63])=[CH:57][CH:56]=1.Cl, predict the reaction product. The product is: [CH3:1][O:2][C:3](=[O:53])[C@@H:4]([NH:20][C:21]([CH:23]1[CH2:32][C:31]2[CH:30]=[C:29]3[O:33][CH2:34][C@H:35]([C:37]4[CH:42]=[CH:41][C:40]([O:43][CH2:44][C:45]5[CH:50]=[CH:49][C:48]([Cl:51])=[C:47]([Cl:52])[CH:46]=5)=[CH:39][CH:38]=4)[O:36][C:28]3=[CH:27][C:26]=2[CH2:25][N:24]1[S:62]([C:58]1[C:59]([CH3:61])=[N:60][C:55]([Cl:54])=[CH:56][CH:57]=1)(=[O:64])=[O:63])=[O:22])[CH2:5][C:6]1[CH:11]=[CH:10][C:9]([C:12]2[CH:13]=[CH:14][C:15]([C:18]#[N:19])=[CH:16][CH:17]=2)=[CH:8][CH:7]=1. (2) Given the reactants [Br:1][C:2]1[C:3]([N:23]2[CH2:28][CH2:27][CH2:26][C@@H:25]([NH:29]C(=O)OC(C)(C)C)[CH2:24]2)=[C:4]2[C:10]([NH:11][C:12](=[O:22])[C:13]3[CH:18]=[CH:17][C:16]([O:19][CH3:20])=[C:15]([F:21])[CH:14]=3)=[CH:9][NH:8][C:5]2=[N:6][CH:7]=1.C(O)(C(F)(F)F)=O.[ClH:44], predict the reaction product. The product is: [ClH:44].[NH2:29][C@@H:25]1[CH2:26][CH2:27][CH2:28][N:23]([C:3]2[C:2]([Br:1])=[CH:7][N:6]=[C:5]3[NH:8][CH:9]=[C:10]([NH:11][C:12](=[O:22])[C:13]4[CH:18]=[CH:17][C:16]([O:19][CH3:20])=[C:15]([F:21])[CH:14]=4)[C:4]=23)[CH2:24]1. (3) Given the reactants [C:1]([C:5]1[CH:35]=[CH:34][C:8]([CH2:9][S:10][C:11]2[O:12][C:13]3[C:18]([C:19](=[O:22])[C:20]=2[CH3:21])=[C:17](OS(C2C=CC(C)=CC=2)(=O)=O)[CH:16]=[CH:15][CH:14]=3)=[CH:7][CH:6]=1)([CH3:4])([CH3:3])[CH3:2].[F-:36].[K+], predict the reaction product. The product is: [C:1]([C:5]1[CH:35]=[CH:34][C:8]([CH2:9][S:10][C:11]2[O:12][C:13]3[C:18]([C:19](=[O:22])[C:20]=2[CH3:21])=[C:17]([F:36])[CH:16]=[CH:15][CH:14]=3)=[CH:7][CH:6]=1)([CH3:4])([CH3:3])[CH3:2]. (4) Given the reactants [F:1][C:2]1[CH:3]=[CH:4][C:5]([NH:8][NH:9][C:10](=O)[CH:11]([N:13]2[CH2:18][CH2:17][O:16][CH2:15][CH2:14]2)[CH3:12])=[N:6][CH:7]=1.C1C=CC(P(C2C=CC=CC=2)C2C=CC=CC=2)=CC=1.CCN(CC)CC.ClC(Cl)(Cl)C(Cl)(Cl)Cl.N, predict the reaction product. The product is: [F:1][C:2]1[CH:3]=[CH:4][C:5]2[N:6]([C:10]([CH:11]([N:13]3[CH2:18][CH2:17][O:16][CH2:15][CH2:14]3)[CH3:12])=[N:9][N:8]=2)[CH:7]=1. (5) Given the reactants [CH3:1][O:2][C:3]1[CH:8]=[CH:7][CH:6]=[C:5]([O:9][CH3:10])[C:4]=1[CH:11]1[NH:15][C:14](=[O:16])[CH:13]([CH3:17])[CH2:12]1.Br[CH:19]([C:22]1[CH:27]=[CH:26][C:25]([O:28][C:29]([F:32])([F:31])[F:30])=[CH:24][CH:23]=1)[CH2:20][CH3:21], predict the reaction product. The product is: [CH3:1][O:2][C:3]1[CH:8]=[CH:7][CH:6]=[C:5]([O:9][CH3:10])[C:4]=1[CH:11]1[N:15]([CH:19]([C:22]2[CH:23]=[CH:24][C:25]([O:28][C:29]([F:30])([F:31])[F:32])=[CH:26][CH:27]=2)[CH2:20][CH3:21])[C:14](=[O:16])[CH:13]([CH3:17])[CH2:12]1. (6) The product is: [C:15]([O:14][C:12]([N:19]1[CH2:24][CH2:23][N:22]([CH2:2][C:3](=[O:4])[NH:5][C:6]2[CH:11]=[CH:10][CH:9]=[CH:8][N:7]=2)[CH2:21][CH2:20]1)=[O:13])([CH3:18])([CH3:16])[CH3:17]. Given the reactants Cl[CH2:2][C:3]([NH:5][C:6]1[CH:11]=[CH:10][CH:9]=[CH:8][N:7]=1)=[O:4].[C:12]([N:19]1[CH2:24][CH2:23][NH:22][CH2:21][CH2:20]1)([O:14][C:15]([CH3:18])([CH3:17])[CH3:16])=[O:13], predict the reaction product. (7) Given the reactants C(OC([N:8]1[CH:13]([CH3:14])[CH2:12][C:11]2[NH:15][N:16]=[C:17]([C:18]3[N:19]=[CH:20][S:21][CH:22]=3)[C:10]=2[CH2:9]1)=O)(C)(C)C.O1CCOCC1, predict the reaction product. The product is: [CH3:14][CH:13]1[NH:8][CH2:9][C:10]2[C:17]([C:18]3[N:19]=[CH:20][S:21][CH:22]=3)=[N:16][NH:15][C:11]=2[CH2:12]1. (8) Given the reactants [C:1]([C:3]1([C:16]2[CH:21]=[C:20](Cl)[N:19]=[C:18]([Cl:23])[N:17]=2)[CH2:8][CH2:7][N:6]([C:9]([O:11][C:12]([CH3:15])([CH3:14])[CH3:13])=[O:10])[CH2:5][CH2:4]1)#[N:2].[NH2:24][C:25]1[CH:30]=[C:29]([C:31]([F:34])([F:33])[F:32])[CH:28]=[CH:27][N:26]=1.C1(P(C2C=CC=CC=2)C2C3OC4C(=CC=CC=4P(C4C=CC=CC=4)C4C=CC=CC=4)C(C)(C)C=3C=CC=2)C=CC=CC=1.CC(C)([O-])C.[Na+], predict the reaction product. The product is: [Cl:23][C:18]1[N:17]=[C:16]([C:3]2([C:1]#[N:2])[CH2:8][CH2:7][N:6]([C:9]([O:11][C:12]([CH3:14])([CH3:15])[CH3:13])=[O:10])[CH2:5][CH2:4]2)[CH:21]=[C:20]([NH:24][C:25]2[CH:30]=[C:29]([C:31]([F:33])([F:32])[F:34])[CH:28]=[CH:27][N:26]=2)[N:19]=1.